Dataset: Full USPTO retrosynthesis dataset with 1.9M reactions from patents (1976-2016). Task: Predict the reactants needed to synthesize the given product. (1) Given the product [CH2:25]([N:30]1[C:39]2[CH:38]=[C:37]3[CH:12]=[N:8][NH:9][C:36]3=[CH:35][C:34]=2[CH2:33][CH:32]([CH2:43][C:44](=[O:46])[N:71]2[CH2:72][CH2:73][CH:68]([N:67]3[CH2:66][C:65]4[C:60](=[CH:61][CH:62]=[CH:63][CH:64]=4)[NH:59][C:58]3=[O:57])[CH2:69][CH2:70]2)[C:31]1=[O:47])[C:26]([CH3:29])([CH3:28])[CH3:27], predict the reactants needed to synthesize it. The reactants are: F[P-](F)(F)(F)(F)F.[N:8]1(OC(N(C)C)=[N+](C)C)[C:12]2N=CC=CC=2N=[N:9]1.[CH2:25]([N:30]1[C:39]2[C:34](=[CH:35][CH:36]=[C:37]3NN=C[C:38]3=2)[CH2:33][CH:32]([CH2:43][C:44]([OH:46])=O)[C:31]1=[O:47])[C:26]([CH3:29])([CH3:28])[CH3:27].C(N(CC)C(C)C)(C)C.[O:57]=[C:58]1[N:67]([CH:68]2[CH2:73][CH2:72][NH:71][CH2:70][CH2:69]2)[CH2:66][C:65]2[C:60](=[CH:61][CH:62]=[CH:63][CH:64]=2)[NH:59]1. (2) The reactants are: [CH3:1][O:2][C:3](=[O:12])[CH2:4][N:5]1[C:9]([CH2:10][OH:11])=[CH:8][N:7]=[CH:6]1. Given the product [CH3:1][O:2][C:3](=[O:12])[CH2:4][N:5]1[C:9]([CH:10]=[O:11])=[CH:8][N:7]=[CH:6]1, predict the reactants needed to synthesize it. (3) Given the product [CH3:46][O:47][C:48]1[CH:53]=[CH:52][C:51]([N:54]2[C:4](=[O:6])[C:3]3[C:2](=[CH:31][CH:26]=[CH:27][CH:28]=3)[N:10]=[C:9]2[CH2:8][CH2:7][NH:11][C:17](=[O:18])[O:19][C:20]([CH3:21])([CH3:22])[CH3:23])=[CH:50][CH:49]=1, predict the reactants needed to synthesize it. The reactants are: N[C:2]1[N:10]=[CH:9][CH:8]=[CH:7][C:3]=1[C:4]([OH:6])=O.[NH:11]([C:17]([O:19][C:20]([CH3:23])([CH3:22])[CH3:21])=[O:18])CCC(O)=O.P(O[C:26]1[CH:31]=CC=[CH:28][CH:27]=1)(O[C:26]1[CH:31]=CC=[CH:28][CH:27]=1)O[C:26]1[CH:31]=CC=[CH:28][CH:27]=1.[CH3:46][O:47][C:48]1[CH:53]=[CH:52][C:51]([NH2:54])=[CH:50][CH:49]=1. (4) Given the product [O:23]1[C:15]([C:16]2[CH:21]=[CH:20][C:19]([OH:22])=[CH:18][CH:17]=2)=[N:14][CH:13]=[N:11]1, predict the reactants needed to synthesize it. The reactants are: Cl.NO.[OH-].[Na+].C(O)(=O)C.C[N:11](/[CH:13]=[N:14]/[C:15](=[O:23])[C:16]1[CH:21]=[CH:20][C:19]([OH:22])=[CH:18][CH:17]=1)C. (5) Given the product [CH3:1][O:2][C:3]1[CH:4]=[CH:5][C:6]([N:9]2[CH:13]=[CH:12][C:11](/[CH:44]=[CH:39]/[C:40]([O:42][CH3:43])=[O:41])=[N:10]2)=[CH:7][CH:8]=1, predict the reactants needed to synthesize it. The reactants are: [CH3:1][O:2][C:3]1[CH:8]=[CH:7][C:6]([N:9]2[CH:13]=[CH:12][C:11](NCC(OC)=O)=[N:10]2)=[CH:5][CH:4]=1.C1(P(=[CH:39][C:40]([O:42][CH3:43])=[O:41])(C2C=CC=CC=2)C2C=CC=CC=2)C=CC=CC=1.[CH2:44](Cl)Cl. (6) Given the product [NH2:21][CH2:20][CH2:19][CH2:18][N:17]1[C:16]2[CH:22]=[CH:23][CH:24]=[CH:25][C:15]=2[N:14]=[C:13]1[CH2:12][NH:11][CH:9]1[C:10]2[N:1]=[CH:2][CH:3]=[CH:4][C:5]=2[CH2:6][CH2:7][CH2:8]1, predict the reactants needed to synthesize it. The reactants are: [N:1]1[C:10]2[CH:9]([NH:11][CH2:12][C:13]3[N:17]([CH2:18][CH2:19][C:20]#[N:21])[C:16]4[CH:22]=[CH:23][CH:24]=[CH:25][C:15]=4[N:14]=3)[CH2:8][CH2:7][CH2:6][C:5]=2[CH:4]=[CH:3][CH:2]=1.NCCCN1C2C=CC=CC=2N=C1CN(C)C1C2N=CC=CC=2CCC1. (7) Given the product [C:19]([O:23][C:24](=[O:29])[NH:25][CH2:26][CH2:27][O:14][C:12]1[CH:11]=[CH:10][C:7]([CH:8]=[O:9])=[C:6]([O:5][CH2:4][C:3]2[CH:15]=[CH:16][CH:17]=[CH:18][C:2]=2[Br:1])[CH:13]=1)([CH3:22])([CH3:21])[CH3:20], predict the reactants needed to synthesize it. The reactants are: [Br:1][C:2]1[CH:18]=[CH:17][CH:16]=[CH:15][C:3]=1[CH2:4][O:5][C:6]1[CH:13]=[C:12]([OH:14])[CH:11]=[CH:10][C:7]=1[CH:8]=[O:9].[C:19]([O:23][C:24](=[O:29])[NH:25][CH2:26][CH2:27]Br)([CH3:22])([CH3:21])[CH3:20].C([O-])([O-])=O.[K+].[K+]. (8) Given the product [CH2:6]([C:13]1[CH:14]=[N:15][C:16]2[C:21]([C:22]=1[O:23][CH2:34][CH2:33][CH2:32][CH2:31][CH2:30][CH2:29][Br:28])=[CH:20][CH:19]=[CH:18][C:17]=2[C:24]([F:27])([F:25])[F:26])[C:7]1[CH:8]=[CH:9][CH:10]=[CH:11][CH:12]=1, predict the reactants needed to synthesize it. The reactants are: CN(C=O)C.[CH2:6]([C:13]1[CH:14]=[N:15][C:16]2[C:21]([C:22]=1[OH:23])=[CH:20][CH:19]=[CH:18][C:17]=2[C:24]([F:27])([F:26])[F:25])[C:7]1[CH:12]=[CH:11][CH:10]=[CH:9][CH:8]=1.[Br:28][CH2:29][CH2:30][CH2:31][CH2:32][CH2:33][CH2:34]Br.C(=O)([O-])[O-].[K+].[K+].